Dataset: Reaction yield outcomes from USPTO patents with 853,638 reactions. Task: Predict the reaction yield, written as a fraction of the theoretical maximum amount of product (1.0 means a 100% yield; for example, 0.34 means a 34% yield). (1) The reactants are Br[C:2]1[CH:10]=[CH:9][C:8]([C:11]([NH2:13])=[O:12])=[C:7]2[C:3]=1[CH:4]=[CH:5][NH:6]2.[CH3:14][C:15]1([CH3:31])[C:19]([CH3:21])([CH3:20])[O:18][B:17]([B:17]2[O:18][C:19]([CH3:21])([CH3:20])[C:15]([CH3:31])([CH3:14])[O:16]2)[O:16]1.C([O-])(=O)C.[K+]. The catalyst is O1CCOCC1. The product is [CH3:14][C:15]1([CH3:31])[C:19]([CH3:21])([CH3:20])[O:18][B:17]([C:2]2[CH:10]=[CH:9][C:8]([C:11]([NH2:13])=[O:12])=[C:7]3[C:3]=2[CH:4]=[CH:5][NH:6]3)[O:16]1. The yield is 0.500. (2) The reactants are C([NH:4]C(C)C)(C)C.C([Li])CCC.[CH:13]1([CH2:18][CH:19]([C:28]2[CH:33]=[CH:32][C:31]([S:34](C)(=[O:36])=[O:35])=[CH:30][CH:29]=2)[C:20]([NH:22][C:23]2[S:24][CH:25]=[CH:26][N:27]=2)=[O:21])[CH2:17][CH2:16][CH2:15][CH2:14]1.C(B(CCCC)CCCC)CCC.C([O-])(=O)C.[Na+].ONS(O)(=O)=O. The catalyst is O1CCCC1.O. The product is [CH:13]1([CH2:18][CH:19]([C:28]2[CH:33]=[CH:32][C:31]([S:34](=[O:36])(=[O:35])[NH2:4])=[CH:30][CH:29]=2)[C:20]([NH:22][C:23]2[S:24][CH:25]=[CH:26][N:27]=2)=[O:21])[CH2:17][CH2:16][CH2:15][CH2:14]1. The yield is 0.720. (3) The catalyst is C1(C)C=CC=CC=1. The yield is 0.230. The reactants are Br[CH2:2][C:3]([N:5]1[CH2:10][CH2:9][N:8]([C:11]([O:13][CH2:14][C:15]2[CH:20]=[CH:19][CH:18]=[CH:17][CH:16]=2)=[O:12])[CH2:7][C@H:6]1[CH2:21][OH:22])=[O:4].C(=O)([O-])[O-].[K+].[K+]. The product is [O:4]=[C:3]1[CH2:2][O:22][CH2:21][C@@H:6]2[CH2:7][N:8]([C:11]([O:13][CH2:14][C:15]3[CH:20]=[CH:19][CH:18]=[CH:17][CH:16]=3)=[O:12])[CH2:9][CH2:10][N:5]12. (4) The product is [C:1]([C:5]1[CH:9]=[C:8]([C:10]([CH3:13])([CH3:12])[CH3:11])[N:7]([CH2:14][C:15]2[CH:36]=[CH:35][C:18]([CH2:19][NH:20][C:21]3[CH:26]=[CH:25][C:24]([CH2:27][CH2:28][C:29]([OH:31])=[O:30])=[C:23]([F:34])[CH:22]=3)=[CH:17][CH:16]=2)[N:6]=1)([CH3:2])([CH3:3])[CH3:4]. The reactants are [C:1]([C:5]1[CH:9]=[C:8]([C:10]([CH3:13])([CH3:12])[CH3:11])[N:7]([CH2:14][C:15]2[CH:36]=[CH:35][C:18]([CH2:19][NH:20][C:21]3[CH:26]=[CH:25][C:24]([CH2:27][CH2:28][C:29]([O:31]CC)=[O:30])=[C:23]([F:34])[CH:22]=3)=[CH:17][CH:16]=2)[N:6]=1)([CH3:4])([CH3:3])[CH3:2].[OH-].[Na+].O.C(O)(=O)CC(CC(O)=O)(C(O)=O)O. The catalyst is CO.O1CCCC1. The yield is 0.890. (5) The reactants are [CH3:1][S:2]([O:5][CH2:6][CH2:7][N:8]([CH2:24][CH2:25][O:26][S:27]([CH3:30])(=[O:29])=[O:28])[C:9]1[C:10]([N+:21]([O-:23])=[O:22])=[CH:11][C:12]([N+:18]([O-:20])=[O:19])=[C:13]([CH:17]=1)[C:14]([OH:16])=O)(=[O:4])=[O:3].CN(C=O)C.[NH2:36][CH2:37][CH2:38][CH2:39][OH:40].Cl. The catalyst is O=S(Cl)Cl. The product is [CH3:1][S:2]([O:5][CH2:6][CH2:7][N:8]([CH2:24][CH2:25][O:26][S:27]([CH3:30])(=[O:29])=[O:28])[C:9]1[CH:17]=[C:13]([C:14]([NH:36][CH2:37][CH2:38][CH2:39][OH:40])=[O:16])[C:12]([N+:18]([O-:20])=[O:19])=[CH:11][C:10]=1[N+:21]([O-:23])=[O:22])(=[O:4])=[O:3]. The yield is 0.680. (6) The reactants are C(=O)([O-])[O-].[Na+].[Na+].[CH3:7][O:8][CH2:9][O:10][C:11]1[CH:16]=[C:15]([O:17][CH2:18][O:19][CH3:20])[CH:14]=[CH:13][C:12]=1B(O)O.Br[C:25]1[CH2:30][CH2:29][CH2:28][C:27](=[O:31])[CH:26]=1. The catalyst is C(O)C.C(COC)OC.C1(P(C2C=CC=CC=2)C2C=CC=CC=2)C=CC=CC=1.C1(P(C2C=CC=CC=2)C2C=CC=CC=2)C=CC=CC=1.C1(P(C2C=CC=CC=2)C2C=CC=CC=2)C=CC=CC=1.C1(P(C2C=CC=CC=2)C2C=CC=CC=2)C=CC=CC=1.[Pd]. The product is [CH3:7][O:8][CH2:9][O:10][C:11]1[CH:16]=[C:15]([O:17][CH2:18][O:19][CH3:20])[CH:14]=[CH:13][C:12]=1[C:25]1[CH2:30][CH2:29][CH2:28][C:27](=[O:31])[CH:26]=1. The yield is 0.830. (7) The reactants are [C:1]([C:5]1[CH:10]=[CH:9][C:8]([N+:11]([O-])=O)=[CH:7][C:6]=1[O:14][CH3:15])([CH3:4])([CH3:3])[CH3:2].C([O-])=O.[K+]. The catalyst is CCO.O.[Pd]. The product is [C:1]([C:5]1[CH:10]=[CH:9][C:8]([NH2:11])=[CH:7][C:6]=1[O:14][CH3:15])([CH3:4])([CH3:2])[CH3:3]. The yield is 0.720. (8) The reactants are [OH:1][C:2]1[CH:24]=[CH:23][C:22](I)=[CH:21][C:3]=1[C:4]([NH:6][C:7]1[CH:12]=[C:11]([C:13]([F:16])([F:15])[F:14])[CH:10]=[C:9]([C:17]([F:20])([F:19])[F:18])[CH:8]=1)=[O:5].[CH2:26]=[CH:27][C:28]1[CH:33]=[CH:32][CH:31]=[CH:30][CH:29]=1.C1(C)C=CC=CC=1P(C1C=CC=CC=1C)C1C=CC=CC=1C.C(NC(C)C)(C)C. The catalyst is C([O-])(=O)C.[Pd+2].C([O-])(=O)C.O.CN(C)C=O. The product is [OH:1][C:2]1[CH:24]=[CH:23][C:22]([CH:26]=[CH:27][C:28]2[CH:33]=[CH:32][CH:31]=[CH:30][CH:29]=2)=[CH:21][C:3]=1[C:4]([NH:6][C:7]1[CH:12]=[C:11]([C:13]([F:16])([F:15])[F:14])[CH:10]=[C:9]([C:17]([F:20])([F:19])[F:18])[CH:8]=1)=[O:5]. The yield is 0.383. (9) The reactants are Br[CH2:2][C:3]1[CH:8]=[CH:7][C:6]([N+:9]([O-:11])=[O:10])=[CH:5][C:4]=1[C:12]([F:15])([F:14])[F:13].[CH2:16]([N:18]1[CH2:23][CH2:22][NH:21][CH2:20][CH2:19]1)[CH3:17].CCN(C(C)C)C(C)C. The catalyst is ClCCl. The product is [CH2:16]([N:18]1[CH2:23][CH2:22][N:21]([CH2:2][C:3]2[CH:8]=[CH:7][C:6]([N+:9]([O-:11])=[O:10])=[CH:5][C:4]=2[C:12]([F:15])([F:14])[F:13])[CH2:20][CH2:19]1)[CH3:17]. The yield is 0.570. (10) The reactants are [Br:1][C:2]1[O:6][C:5]([C:7]([OH:9])=O)=[CH:4][CH:3]=1.C1CCC(N=C=NC2CCCCC2)CC1.C1C=CC2N(O)N=NC=2C=1.[F:35][C:36]([F:48])([F:47])[C:37]([N:39]1[CH2:45][CH:44]2[CH2:46][CH:41]([CH2:42][NH:43]2)[CH2:40]1)=[O:38]. The catalyst is ClCCl. The product is [F:48][C:36]([F:35])([F:47])[C:37]([N:39]1[CH2:45][CH:44]2[CH2:46][CH:41]([CH2:42][N:43]2[C:7]([C:5]2[O:6][C:2]([Br:1])=[CH:3][CH:4]=2)=[O:9])[CH2:40]1)=[O:38]. The yield is 0.330.